From a dataset of Full USPTO retrosynthesis dataset with 1.9M reactions from patents (1976-2016). Predict the reactants needed to synthesize the given product. Given the product [F:23][C:22]1[C:2]([N:24]2[CH2:28][CH2:27][CH2:26][CH2:25]2)=[CH:3][C:4]2[N:13]=[CH:12][C:11]3[N:10]([CH3:14])[CH:9]=[C:8]([C:15]([O:17][CH2:18][CH3:19])=[O:16])[C:7](=[O:20])[C:6]=3[C:5]=2[CH:21]=1, predict the reactants needed to synthesize it. The reactants are: F[C:2]1[C:22]([F:23])=[CH:21][C:5]2[C:6]3[C:7](=[O:20])[C:8]([C:15]([O:17][CH2:18][CH3:19])=[O:16])=[CH:9][N:10]([CH3:14])[C:11]=3[CH:12]=[N:13][C:4]=2[CH:3]=1.[NH:24]1[CH2:28][CH2:27][CH2:26][CH2:25]1.